From a dataset of NCI-60 drug combinations with 297,098 pairs across 59 cell lines. Regression. Given two drug SMILES strings and cell line genomic features, predict the synergy score measuring deviation from expected non-interaction effect. (1) Drug 1: C1CCC(C1)C(CC#N)N2C=C(C=N2)C3=C4C=CNC4=NC=N3. Drug 2: CC12CCC3C(C1CCC2=O)CC(=C)C4=CC(=O)C=CC34C. Cell line: SN12C. Synergy scores: CSS=30.9, Synergy_ZIP=-0.127, Synergy_Bliss=-0.995, Synergy_Loewe=0.852, Synergy_HSA=1.32. (2) Drug 1: CS(=O)(=O)C1=CC(=C(C=C1)C(=O)NC2=CC(=C(C=C2)Cl)C3=CC=CC=N3)Cl. Drug 2: CC1OCC2C(O1)C(C(C(O2)OC3C4COC(=O)C4C(C5=CC6=C(C=C35)OCO6)C7=CC(=C(C(=C7)OC)O)OC)O)O. Cell line: OVCAR-8. Synergy scores: CSS=25.6, Synergy_ZIP=-0.729, Synergy_Bliss=5.51, Synergy_Loewe=-4.12, Synergy_HSA=6.31. (3) Drug 1: CC12CCC3C(C1CCC2=O)CC(=C)C4=CC(=O)C=CC34C. Drug 2: C1=NNC2=C1C(=O)NC=N2. Cell line: OVCAR-8. Synergy scores: CSS=56.2, Synergy_ZIP=1.75, Synergy_Bliss=3.63, Synergy_Loewe=-20.2, Synergy_HSA=3.75. (4) Drug 1: CNC(=O)C1=NC=CC(=C1)OC2=CC=C(C=C2)NC(=O)NC3=CC(=C(C=C3)Cl)C(F)(F)F. Drug 2: CS(=O)(=O)OCCCCOS(=O)(=O)C. Cell line: IGROV1. Synergy scores: CSS=4.06, Synergy_ZIP=-1.90, Synergy_Bliss=-2.36, Synergy_Loewe=-5.11, Synergy_HSA=-3.81. (5) Drug 1: CCC1(CC2CC(C3=C(CCN(C2)C1)C4=CC=CC=C4N3)(C5=C(C=C6C(=C5)C78CCN9C7C(C=CC9)(C(C(C8N6C=O)(C(=O)OC)O)OC(=O)C)CC)OC)C(=O)OC)O.OS(=O)(=O)O. Drug 2: CC1=C(C(=CC=C1)Cl)NC(=O)C2=CN=C(S2)NC3=CC(=NC(=N3)C)N4CCN(CC4)CCO. Cell line: MDA-MB-435. Synergy scores: CSS=49.3, Synergy_ZIP=-0.291, Synergy_Bliss=0.0120, Synergy_Loewe=-15.8, Synergy_HSA=0.301. (6) Drug 1: CC(CN1CC(=O)NC(=O)C1)N2CC(=O)NC(=O)C2. Drug 2: COCCOC1=C(C=C2C(=C1)C(=NC=N2)NC3=CC=CC(=C3)C#C)OCCOC.Cl. Cell line: SN12C. Synergy scores: CSS=44.6, Synergy_ZIP=9.25, Synergy_Bliss=10.7, Synergy_Loewe=12.5, Synergy_HSA=12.8.